From a dataset of Catalyst prediction with 721,799 reactions and 888 catalyst types from USPTO. Predict which catalyst facilitates the given reaction. Reactant: [Na:1].[S:2]([O-:6])([O-:5])(=[O:4])=[O:3].[C:7]([OH:12])(=[O:11])[C:8]([CH3:10])=[CH2:9].[CH2:13]1[O:15][CH2:14]1.[CH2:16]=[CH:17][C:18]1[CH:23]=[CH:22][CH:21]=[CH:20][CH:19]=1.[C:24]([OH:29])(=[O:28])[C:25]([CH3:27])=[CH2:26].[C:30]([O:34][CH2:35][CH2:36][CH2:37][CH3:38])(=[O:33])[CH:31]=[CH2:32].S(OOS([O-])(=O)=O)([O-])(=O)=O.[NH4+].[NH4+]. Product: [CH:16]([CH2:9][C:8](=[CH2:10])[C:7]([OH:12])=[O:11])=[CH:17][C:18]1[CH:23]=[CH:22][CH:21]=[CH:20][CH:19]=1.[C:30]([O:34][CH2:35][CH2:36][CH2:37][CH3:38])(=[O:33])[CH:31]=[CH2:32].[Na:1].[S:2]([O-:6])([O-:5])(=[O:4])=[O:3].[C:24]([OH:29])(=[O:28])[C:25]([CH3:27])=[CH2:26].[CH2:14]1[O:15][CH2:13]1. The catalyst class is: 6.